Dataset: Reaction yield outcomes from USPTO patents with 853,638 reactions. Task: Predict the reaction yield, written as a fraction of the theoretical maximum amount of product (1.0 means a 100% yield; for example, 0.34 means a 34% yield). (1) The reactants are [NH2:1][C:2]1[CH:10]=[CH:9][CH:8]=[C:7]([Cl:11])[C:3]=1[C:4]([OH:6])=[O:5].N1C=CC=CC=1.Cl[C:19](Cl)([O:21]C(=O)OC(Cl)(Cl)Cl)Cl.O. The catalyst is C(#N)C.C(Cl)Cl. The product is [Cl:11][C:7]1[C:3]2[C:4](=[O:6])[O:5][C:19](=[O:21])[NH:1][C:2]=2[CH:10]=[CH:9][CH:8]=1. The yield is 0.620. (2) The reactants are [CH3:1][C@@H:2]1[CH2:13][CH:12]=[CH:11][CH2:10][CH2:9][C:8](=[O:14])[O:7][CH2:6][C@@H:5]2[CH2:15][CH2:16][CH2:17][N:4]2[C:3]1=[O:18]. The catalyst is CO.[Pd]. The product is [CH3:1][C@@H:2]1[CH2:13][CH2:12][CH2:11][CH2:10][CH2:9][C:8](=[O:14])[O:7][CH2:6][C@@H:5]2[CH2:15][CH2:16][CH2:17][N:4]2[C:3]1=[O:18]. The yield is 0.990. (3) The reactants are C(OC([N:8]1[CH2:12][CH:11]([OH:13])[CH:10]([O:14][C:15]2[CH:20]=[CH:19][C:18]([Br:21])=[CH:17][C:16]=2[O:22][CH3:23])[CH2:9]1)=O)(C)(C)C.FC(F)(F)C(O)=O. The catalyst is ClCCl. The product is [Br:21][C:18]1[CH:19]=[CH:20][C:15]([O:14][C@@H:10]2[CH2:9][NH:8][CH2:12][C@H:11]2[OH:13])=[C:16]([O:22][CH3:23])[CH:17]=1. The yield is 0.930. (4) The reactants are [Cl:1][C:2]1[CH:3]=[C:4]([NH2:20])[C:5]([NH2:19])=[CH:6][C:7]=1[C:8]1[CH:13]=[CH:12][C:11]([C:14]([F:17])([F:16])[F:15])=[CH:10][C:9]=1[Cl:18].[F:21][C:22]([F:30])([F:29])[C:23]([F:28])([F:27])[C:24](O)=O. No catalyst specified. The product is [Cl:1][C:2]1[C:7]([C:8]2[CH:13]=[CH:12][C:11]([C:14]([F:17])([F:15])[F:16])=[CH:10][C:9]=2[Cl:18])=[CH:6][C:5]2[NH:19][C:24]([C:23]([F:28])([F:27])[C:22]([F:30])([F:29])[F:21])=[N:20][C:4]=2[CH:3]=1. The yield is 0.740. (5) The reactants are [Cl:1][C:2]1[CH:7]=[C:6](/[CH:8]=[CH:9]/[CH:10]([C:15]2[CH:20]=[C:19]([Cl:21])[C:18]([Cl:22])=[C:17]([Cl:23])[CH:16]=2)[C:11]([F:14])([F:13])[F:12])[CH:5]=[CH:4][C:3]=1[CH2:24][NH2:25].CCN(CC)CC.[CH3:33][N:34]([CH3:38])[C:35](Cl)=[O:36]. The catalyst is C(Cl)Cl. The product is [Cl:1][C:2]1[CH:7]=[C:6](/[CH:8]=[CH:9]/[CH:10]([C:15]2[CH:20]=[C:19]([Cl:21])[C:18]([Cl:22])=[C:17]([Cl:23])[CH:16]=2)[C:11]([F:14])([F:13])[F:12])[CH:5]=[CH:4][C:3]=1[CH2:24][NH:25][C:35](=[O:36])[N:34]([CH3:38])[CH3:33]. The yield is 0.600. (6) The product is [C:1]([CH:3]([C:13](=[O:16])[CH2:14][CH3:15])[CH2:4][C:5]1[CH:12]=[CH:11][C:8]([C:9]#[N:10])=[CH:7][CH:6]=1)#[N:2]. The catalyst is [Pd].CC#N. The reactants are [C:1]([C:3]([C:13](=[O:16])[CH2:14][CH3:15])=[CH:4][C:5]1[CH:12]=[CH:11][C:8]([C:9]#[N:10])=[CH:7][CH:6]=1)#[N:2].CO.[H][H]. The yield is 0.990.